This data is from Forward reaction prediction with 1.9M reactions from USPTO patents (1976-2016). The task is: Predict the product of the given reaction. (1) The product is: [NH2:1][C:2]1[C:7]([C:8]([C:10]2[CH:11]=[N:12][C:13]([NH:16][CH2:17][CH2:18][O:19][CH3:20])=[CH:14][CH:15]=2)=[O:9])=[CH:6][C:5]([C:27]2[CH:26]=[CH:25][C:24]([O:23][CH3:22])=[C:29]([O:30][CH3:31])[CH:28]=2)=[CH:4][N:3]=1. Given the reactants [NH2:1][C:2]1[C:7]([C:8]([C:10]2[CH:11]=[N:12][C:13]([NH:16][CH2:17][CH2:18][O:19][CH3:20])=[CH:14][CH:15]=2)=[O:9])=[CH:6][C:5](Br)=[CH:4][N:3]=1.[CH3:22][O:23][C:24]1[CH:25]=[C:26](B(O)O)[CH:27]=[CH:28][C:29]=1[O:30][CH3:31].C(#N)C.C(=O)([O-])[O-].[Na+].[Na+], predict the reaction product. (2) Given the reactants CS([C:5]1[N:10]=[C:9]([C:11]2[N:15]3[CH:16]=[CH:17][CH:18]=[CH:19][C:14]3=[N:13][C:12]=2[C:20]2[CH:25]=[CH:24][CH:23]=[C:22]([CH3:26])[N:21]=2)[CH:8]=[CH:7][N:6]=1)(=O)=O.[CH3:27][NH2:28].C1COCC1, predict the reaction product. The product is: [CH3:27][NH:28][C:5]1[N:10]=[C:9]([C:11]2[N:15]3[CH:16]=[CH:17][CH:18]=[CH:19][C:14]3=[N:13][C:12]=2[C:20]2[CH:25]=[CH:24][CH:23]=[C:22]([CH3:26])[N:21]=2)[CH:8]=[CH:7][N:6]=1. (3) Given the reactants [Si:1]([O:18][CH2:19][C@@H:20]([N:23]1[C@H:28]([C:29]2[CH:34]=[CH:33][C:32]([Cl:35])=[CH:31][CH:30]=2)[C@@H:27]([C:36]2[CH:41]=[CH:40][CH:39]=[C:38]([Cl:42])[CH:37]=2)[CH2:26][C@:25]([CH3:47])([C:43](OC)=[O:44])[C:24]1=[O:48])[CH2:21][CH3:22])([C:14]([CH3:17])([CH3:16])[CH3:15])([C:8]1[CH:13]=[CH:12][CH:11]=[CH:10][CH:9]=1)[C:2]1[CH:7]=[CH:6][CH:5]=[CH:4][CH:3]=1.C([BH-](CC)CC)C.[Li+], predict the reaction product. The product is: [Si:1]([O:18][CH2:19][C@@H:20]([N:23]1[C@H:28]([C:29]2[CH:30]=[CH:31][C:32]([Cl:35])=[CH:33][CH:34]=2)[C@@H:27]([C:36]2[CH:41]=[CH:40][CH:39]=[C:38]([Cl:42])[CH:37]=2)[CH2:26][C@@:25]([CH2:43][OH:44])([CH3:47])[C:24]1=[O:48])[CH2:21][CH3:22])([C:14]([CH3:16])([CH3:17])[CH3:15])([C:8]1[CH:13]=[CH:12][CH:11]=[CH:10][CH:9]=1)[C:2]1[CH:7]=[CH:6][CH:5]=[CH:4][CH:3]=1. (4) Given the reactants [OH-:1].[K+].[CH:3]([O:6][C:7]1[C:8](=[O:19])[N:9]([C:13]2[CH:18]=[CH:17][CH:16]=[CH:15][CH:14]=2)[C:10](=[O:12])[CH:11]=1)([CH3:5])[CH3:4], predict the reaction product. The product is: [CH:3]([O:6][C:7](=[CH:11][C:10](=[O:12])[NH:9][C:13]1[CH:18]=[CH:17][CH:16]=[CH:15][CH:14]=1)[C:8]([OH:19])=[O:1])([CH3:5])[CH3:4]. (5) Given the reactants ClC1C=CC(/C=[N:9]/[C:10]([CH3:22])([CH2:18][CH:19]2[CH2:21][CH2:20]2)[C:11]([O:13][C:14]([CH3:17])([CH3:16])[CH3:15])=[O:12])=CC=1.C(O)(=O)CC(CC(O)=O)(C(O)=O)O.C1COCC1.O, predict the reaction product. The product is: [NH2:9][C:10]([CH3:22])([CH2:18][CH:19]1[CH2:21][CH2:20]1)[C:11]([O:13][C:14]([CH3:15])([CH3:16])[CH3:17])=[O:12].